Dataset: Catalyst prediction with 721,799 reactions and 888 catalyst types from USPTO. Task: Predict which catalyst facilitates the given reaction. (1) Reactant: [Br:1][C:2]1[CH:10]=[C:9]2[C:5]([C:6]([C:15]([C:21]3[CH:22]=[C:23]4[C:27](=[CH:28][CH:29]=3)[N:26]([C:30]3[CH:35]=[CH:34][C:33]([F:36])=[CH:32][CH:31]=3)[N:25]=[CH:24]4)([OH:20])[C:16]([F:19])([F:18])[F:17])=[CH:7][N:8]2[CH2:11][C:12](O)=[O:13])=[CH:4][CH:3]=1.[CH2:37]([N:39](CC)CC)C.F[P-](F)(F)(F)(F)F.N1(O[P+](N2CCCC2)(N2CCCC2)N2CCCC2)C2C=CC=CC=2N=N1.CN. Product: [Br:1][C:2]1[CH:10]=[C:9]2[C:5]([C:6]([C:15]([C:21]3[CH:22]=[C:23]4[C:27](=[CH:28][CH:29]=3)[N:26]([C:30]3[CH:35]=[CH:34][C:33]([F:36])=[CH:32][CH:31]=3)[N:25]=[CH:24]4)([OH:20])[C:16]([F:17])([F:19])[F:18])=[CH:7][N:8]2[CH2:11][C:12]([NH:39][CH3:37])=[O:13])=[CH:4][CH:3]=1. The catalyst class is: 3. (2) Reactant: Cl[C:2]1[C:3]([CH:8]2[CH2:11][N:10]([C:12]3[N:21]=[CH:20][C:19]4[C:14](=[CH:15][CH:16]=[CH:17][CH:18]=4)[N:13]=3)[CH2:9]2)=[N:4][CH:5]=[CH:6][N:7]=1.[F:22][C:23]1[CH:24]=[C:25](B(O)O)[CH:26]=[CH:27][C:28]=1[C:29](=[O:32])[NH:30][CH3:31].C(=O)([O-])[O-].[Na+].[Na+]. Product: [F:22][C:23]1[CH:24]=[C:25]([C:2]2[C:3]([CH:8]3[CH2:11][N:10]([C:12]4[N:21]=[CH:20][C:19]5[C:14](=[CH:15][CH:16]=[CH:17][CH:18]=5)[N:13]=4)[CH2:9]3)=[N:4][CH:5]=[CH:6][N:7]=2)[CH:26]=[CH:27][C:28]=1[C:29]([NH:30][CH3:31])=[O:32]. The catalyst class is: 551. (3) Reactant: [OH:1][CH2:2][C:3]1[CH:4]=[C:5]([N:9]2[CH2:14][CH2:13][N:12]([C:15](C3C=CNC=3C3C=CC=CC=3)=[O:16])[CH2:11][CH2:10]2)[CH:6]=[CH:7][CH:8]=1.[H-].[Na+].Br[CH2:31][CH2:32][O:33][Si:34]([C:37]([CH3:40])([CH3:39])[CH3:38])([CH3:36])[CH3:35].[N:41]1[CH:46]=[CH:45][CH:44]=[CH:43][CH:42]=1. Product: [OH:1][CH2:2][C:3]1[CH:4]=[C:5]([N:9]2[CH2:10][CH2:11][N:12]([C:15]([C:46]3[N:41]([CH:32]([O:33][Si:34]([C:37]([CH3:40])([CH3:39])[CH3:38])([CH3:36])[CH3:35])[CH3:31])[C:43]([C:42]4[CH:5]=[CH:4][CH:3]=[CH:8][CH:7]=4)=[CH:44][CH:45]=3)=[O:16])[CH2:13][CH2:14]2)[CH:6]=[CH:7][CH:8]=1. The catalyst class is: 11. (4) Reactant: ClC(Cl)(O[C:5](=[O:11])OC(Cl)(Cl)Cl)Cl.[CH3:13][C:14]1[CH:19]=[C:18]([C:20]2[CH:21]=[CH:22][C:23]3[N:29]4[CH2:30][C@H:26]([CH2:27][CH2:28]4)[NH:25][C:24]=3[N:31]=2)[CH:17]=[CH:16][N:15]=1.C(N(CC)CC)C.[CH3:39][N:40]1[CH:44]=[N:43][C:42]([NH2:45])=[N:41]1. Product: [CH3:39][N:40]1[CH:44]=[N:43][C:42]([NH:45][C:5]([N:25]2[C@@H:26]3[CH2:30][N:29]([CH2:28][CH2:27]3)[C:23]3[CH:22]=[CH:21][C:20]([C:18]4[CH:17]=[CH:16][N:15]=[C:14]([CH3:13])[CH:19]=4)=[N:31][C:24]2=3)=[O:11])=[N:41]1. The catalyst class is: 7. (5) Reactant: [CH2:1]([O:3][C:4](=[O:23])[CH2:5][C:6]1[CH:11]=[CH:10][C:9]([NH:12][C:13]2[C:18]([N+:19]([O-])=O)=[CH:17][CH:16]=[CH:15][N:14]=2)=[CH:8][C:7]=1[Cl:22])[CH3:2].CCO. Product: [CH2:1]([O:3][C:4](=[O:23])[CH2:5][C:6]1[CH:11]=[CH:10][C:9]([NH:12][C:13]2[C:18]([NH2:19])=[CH:17][CH:16]=[CH:15][N:14]=2)=[CH:8][C:7]=1[Cl:22])[CH3:2]. The catalyst class is: 828. (6) Reactant: C(OC([N:8]1[CH2:13][CH2:12][CH:11]([O:14][C:15]([C:17]2[CH:34]=[C:33]3[C:20]([S:21](=[O:37])(=[O:36])[NH:22][C:23]4[C:32]3=[CH:31][C:30]([Cl:35])=[C:29]3[C:24]=4[N:25]=[CH:26][CH:27]=[CH:28]3)=[CH:19][CH:18]=2)=[O:16])[CH2:10][CH2:9]1)=O)(C)(C)C. Product: [NH:8]1[CH2:13][CH2:12][CH:11]([O:14][C:15]([C:17]2[CH:34]=[C:33]3[C:20]([S:21](=[O:37])(=[O:36])[NH:22][C:23]4[C:32]3=[CH:31][C:30]([Cl:35])=[C:29]3[C:24]=4[N:25]=[CH:26][CH:27]=[CH:28]3)=[CH:19][CH:18]=2)=[O:16])[CH2:10][CH2:9]1. The catalyst class is: 89.